Dataset: Catalyst prediction with 721,799 reactions and 888 catalyst types from USPTO. Task: Predict which catalyst facilitates the given reaction. (1) Reactant: [CH3:1][C:2]1[CH:3]=[C:4]([CH:7]=[CH:8][C:9]=1[CH2:10][CH:11]=O)[C:5]#[N:6].[N+:13]([C:16]1[CH:21]=[CH:20][C:19]([CH2:22][CH2:23][N:24]2[CH2:29][CH2:28][NH:27][CH2:26][CH2:25]2)=[CH:18][CH:17]=1)([O-:15])=[O:14].[BH-](OC(C)=O)(OC(C)=O)OC(C)=O.[Na+]. Product: [CH3:1][C:2]1[CH:3]=[C:4]([CH:7]=[CH:8][C:9]=1/[CH:10]=[CH:11]/[N:27]1[CH2:28][CH2:29][N:24]([CH2:23][CH2:22][C:19]2[CH:18]=[CH:17][C:16]([N+:13]([O-:15])=[O:14])=[CH:21][CH:20]=2)[CH2:25][CH2:26]1)[C:5]#[N:6]. The catalyst class is: 5. (2) Reactant: FC(F)(F)C(O)=O.C(OC(=O)[NH:14][C@@H:15]([CH3:32])[CH2:16][O:17][C:18]1[CH:23]=[CH:22][C:21]([Cl:24])=[CH:20][C:19]=1[C:25]([CH3:31])([CH3:30])[C:26]([F:29])([F:28])[F:27])(C)(C)C.[OH-].[Na+]. The catalyst class is: 4. Product: [Cl:24][C:21]1[CH:22]=[CH:23][C:18]([O:17][CH2:16][C@@H:15]([NH2:14])[CH3:32])=[C:19]([C:25]([CH3:30])([CH3:31])[C:26]([F:27])([F:28])[F:29])[CH:20]=1. (3) Reactant: [F:1][C:2]1[CH:7]=[C:6]([F:8])[C:5]([F:9])=[CH:4][C:3]=1[N:10]1[CH2:15][CH2:14][NH:13][CH2:12][CH2:11]1.Cl[CH2:17][C@H:18]([N:20]1[C:29](=[O:30])[CH2:28][C:23]2([CH2:27][CH2:26][CH2:25][CH2:24]2)[CH2:22][C:21]1=[O:31])[CH3:19]. Product: [F:1][C:2]1[CH:7]=[C:6]([F:8])[C:5]([F:9])=[CH:4][C:3]=1[N:10]1[CH2:11][CH2:12][N:13]([CH2:19][C@H:18]([N:20]2[C:29](=[O:30])[CH2:28][C:23]3([CH2:27][CH2:26][CH2:25][CH2:24]3)[CH2:22][C:21]2=[O:31])[CH3:17])[CH2:14][CH2:15]1. The catalyst class is: 5. (4) Reactant: C[O:2][C:3]([C:5]1[C:13]2[N:12]([C:14]3[CH:19]=[CH:18][CH:17]=[CH:16][CH:15]=3)[C:11]([C@@H:20]([NH:22][C:23]3[N:31]=[CH:30][N:29]=[C:28]4[C:24]=3[N:25]=[CH:26][N:27]4[CH:32]3[CH2:37][CH2:36][CH2:35][CH2:34][O:33]3)[CH3:21])=[N:10][C:9]=2[CH:8]=[CH:7][C:6]=1[F:38])=[O:4].O.[OH-].[Li+]. Product: [F:38][C:6]1[CH:7]=[CH:8][C:9]2[N:10]=[C:11]([C@@H:20]([NH:22][C:23]3[N:31]=[CH:30][N:29]=[C:28]4[C:24]=3[N:25]=[CH:26][N:27]4[CH:32]3[CH2:37][CH2:36][CH2:35][CH2:34][O:33]3)[CH3:21])[N:12]([C:14]3[CH:15]=[CH:16][CH:17]=[CH:18][CH:19]=3)[C:13]=2[C:5]=1[C:3]([OH:4])=[O:2]. The catalyst class is: 24.